From a dataset of Reaction yield outcomes from USPTO patents with 853,638 reactions. Predict the reaction yield, written as a fraction of the theoretical maximum amount of product (1.0 means a 100% yield; for example, 0.34 means a 34% yield). (1) The reactants are C1(O)C=CC=CC=1.[Br:8][C:9]1[CH:10]=[N:11][N:12]2[CH:17]=[C:16]([C:18]3[CH:23]=[CH:22][C:21]([O:24][CH2:25][CH2:26][N:27]4[CH2:32]CCC[CH2:28]4)=[CH:20][CH:19]=3)[CH:15]=[N:14][C:13]=12.C([O-])([O-])=O.[Cs+].[Cs+].[Na+].[I-]. The catalyst is O.CN(C=O)C. The product is [Br:8][C:9]1[CH:10]=[N:11][N:12]2[CH:17]=[C:16]([C:18]3[CH:23]=[CH:22][C:21]([O:24][CH2:25][CH2:26][N:27]([CH3:32])[CH3:28])=[CH:20][CH:19]=3)[CH:15]=[N:14][C:13]=12. The yield is 0.600. (2) The reactants are [CH3:1][C:2]1[N:6]=[CH:5][NH:4][N:3]=1.F[C:8]1[CH:13]=[CH:12][C:11]([N+:14]([O-:16])=[O:15])=[CH:10][C:9]=1[F:17].C(=O)(O)[O-].[Na+].O. The catalyst is CS(C)=O. The product is [F:17][C:9]1[CH:10]=[C:11]([N+:14]([O-:16])=[O:15])[CH:12]=[CH:13][C:8]=1[N:4]1[CH:5]=[N:6][C:2]([CH3:1])=[N:3]1. The yield is 0.170. (3) The reactants are [F:1][C:2]1[CH:3]=[C:4]([OH:8])[CH:5]=[CH:6][CH:7]=1.[O:9]1[CH:14]=[CH:13][CH2:12][CH2:11][CH2:10]1. No catalyst specified. The product is [F:1][C:2]1[CH:3]=[C:4]([CH:5]=[CH:6][CH:7]=1)[O:8][CH:10]1[CH2:11][CH2:12][CH2:13][CH2:14][O:9]1. The yield is 0.780.